Dataset: Forward reaction prediction with 1.9M reactions from USPTO patents (1976-2016). Task: Predict the product of the given reaction. Given the reactants Br[C:2]1[CH:11]=[C:10]2[C:5]([CH2:6][CH:7]([CH3:26])[N:8]([C:12]3[CH:17]=[C:16]([N:18]4[CH2:23][CH2:22][N:21]([CH3:24])[CH2:20][CH2:19]4)[N:15]=[C:14]([NH2:25])[N:13]=3)[CH2:9]2)=[CH:4][CH:3]=1.[CH3:27][C:28]1([CH3:44])[C:32]([CH3:34])([CH3:33])[O:31][B:30]([B:30]2[O:31][C:32]([CH3:34])([CH3:33])[C:28]([CH3:44])([CH3:27])[O:29]2)[O:29]1.ClCCl.C([O-])(=O)C.[K+], predict the reaction product. The product is: [CH3:24][N:21]1[CH2:20][CH2:19][N:18]([C:16]2[CH:17]=[C:12]([N:8]3[CH:7]([CH3:26])[CH2:6][C:5]4[C:10](=[CH:11][C:2]([B:30]5[O:31][C:32]([CH3:34])([CH3:33])[C:28]([CH3:44])([CH3:27])[O:29]5)=[CH:3][CH:4]=4)[CH2:9]3)[N:13]=[C:14]([NH2:25])[N:15]=2)[CH2:23][CH2:22]1.